From a dataset of Full USPTO retrosynthesis dataset with 1.9M reactions from patents (1976-2016). Predict the reactants needed to synthesize the given product. Given the product [CH3:59][N:60]([CH3:64])[CH2:61][CH2:62][NH:63][C:56]([C:53]1[CH:52]=[CH:51][C:50]([C:45]2[CH:46]=[CH:47][CH:48]=[CH:49][C:44]=2[CH2:43][S:42][CH2:41][CH2:40][O:33][C:34]2[CH:39]=[CH:38][CH:37]=[CH:36][CH:35]=2)=[CH:55][CH:54]=1)=[O:58], predict the reactants needed to synthesize it. The reactants are: CN(C)CCCNC(C1C=C(C2C=CC(CSCCOC3C=CC=CC=3)=CC=2)C=CC=1)=O.[O:33]([CH2:40][CH2:41][S:42][CH2:43][C:44]1[CH:49]=[CH:48][CH:47]=[CH:46][C:45]=1[C:50]1[CH:55]=[CH:54][C:53]([C:56]([OH:58])=O)=[CH:52][CH:51]=1)[C:34]1[CH:39]=[CH:38][CH:37]=[CH:36][CH:35]=1.[CH3:59][N:60]([CH3:64])[CH2:61][CH2:62][NH2:63].